Dataset: Forward reaction prediction with 1.9M reactions from USPTO patents (1976-2016). Task: Predict the product of the given reaction. (1) Given the reactants [F:1][C:2]1[CH:3]=[C:4]([CH2:9][C@@H:10]([C:25]2[C:30]([C:31]3[CH:32]=[CH:33][C:34]([F:40])=[C:35]([CH:39]=3)[C:36]([NH2:38])=[O:37])=[CH:29][CH:28]=[CH:27][N:26]=2)[NH:11][C:12](=[O:24])[CH2:13][C:14]2[C:22]3[C:17](=[CH:18][CH:19]=[C:20]([F:23])[CH:21]=3)[NH:16][CH:15]=2)[CH:5]=[C:6]([F:8])[CH:7]=1.[H-].[Na+].[CH3:43][S:44](Cl)(=[O:46])=[O:45], predict the reaction product. The product is: [F:1][C:2]1[CH:3]=[C:4]([CH2:9][C@@H:10]([C:25]2[C:30]([C:31]3[CH:32]=[CH:33][C:34]([F:40])=[C:35]([CH:39]=3)[C:36]([NH2:38])=[O:37])=[CH:29][CH:28]=[CH:27][N:26]=2)[NH:11][C:12](=[O:24])[CH2:13][C:14]2[C:22]3[C:17](=[CH:18][CH:19]=[C:20]([F:23])[CH:21]=3)[N:16]([S:44]([CH3:43])(=[O:46])=[O:45])[CH:15]=2)[CH:5]=[C:6]([F:8])[CH:7]=1. (2) Given the reactants [OH:1][C@@H:2]1[C@@H:10]([OH:11])[C@H:9]([CH3:12])[O:8][C:7](=[O:13])[C@@H:6]([NH:14][C:15](=[O:21])[O:16][C:17]([CH3:20])([CH3:19])[CH3:18])[CH2:5][O:4][CH2:3]1.[C:22](Cl)(=[O:26])[CH:23]([CH3:25])[CH3:24], predict the reaction product. The product is: [CH3:24][CH:23]([CH3:25])[C:22]([O:1][C@@H:2]1[C@@H:10]([O:11][C:22](=[O:26])[CH:23]([CH3:25])[CH3:24])[C@H:9]([CH3:12])[O:8][C:7](=[O:13])[C@@H:6]([NH:14][C:15]([O:16][C:17]([CH3:20])([CH3:19])[CH3:18])=[O:21])[CH2:5][O:4][CH2:3]1)=[O:26]. (3) Given the reactants [Br:1]Br.[CH3:3][N:4]1[C:8]([C:9]2[CH:14]=[CH:13][C:12]([CH3:15])=[CH:11][CH:10]=2)=[C:7]([C:16](=[O:18])[CH3:17])[CH:6]=[N:5]1, predict the reaction product. The product is: [Br:1][CH2:17][C:16]([C:7]1[CH:6]=[N:5][N:4]([CH3:3])[C:8]=1[C:9]1[CH:14]=[CH:13][C:12]([CH3:15])=[CH:11][CH:10]=1)=[O:18]. (4) Given the reactants Br[C:2]1[CH:3]=[C:4]2[C:8](=[C:9]([C:11]([NH:13][CH2:14][C:15]3[C:16](=[O:25])[NH:17][C:18]([CH3:24])=[CH:19][C:20]=3[CH2:21][CH2:22][CH3:23])=[O:12])[CH:10]=1)[N:7]([CH3:26])[CH:6]=[C:5]2[CH:27]([CH3:29])[CH3:28].Cl.[CH3:31][N:32]([CH2:34][C:35]1[CH:36]=[C:37](B2OC(C)(C)C(C)(C)O2)[CH:38]=[CH:39][CH:40]=1)[CH3:33], predict the reaction product. The product is: [CH3:31][N:32]([CH2:34][C:35]1[CH:40]=[C:39]([C:2]2[CH:3]=[C:4]3[C:8](=[C:9]([C:11]([NH:13][CH2:14][C:15]4[C:16](=[O:25])[NH:17][C:18]([CH3:24])=[CH:19][C:20]=4[CH2:21][CH2:22][CH3:23])=[O:12])[CH:10]=2)[N:7]([CH3:26])[CH:6]=[C:5]3[CH:27]([CH3:28])[CH3:29])[CH:38]=[CH:37][CH:36]=1)[CH3:33]. (5) Given the reactants [H-].[Na+].[CH3:3][C:4]1([CH3:11])[O:8][C@@H:7]([CH2:9][OH:10])[CH2:6][O:5]1.[CH2:12](Br)[C:13]1[CH:18]=[CH:17][CH:16]=[CH:15][CH:14]=1, predict the reaction product. The product is: [CH2:12]([O:10][CH2:9][C@H:7]1[CH2:6][O:5][C:4]([CH3:11])([CH3:3])[O:8]1)[C:13]1[CH:18]=[CH:17][CH:16]=[CH:15][CH:14]=1. (6) Given the reactants [Cl:1][C:2]1[N:3]=[C:4]([C:21]2[CH:26]=[CH:25][C:24]([CH3:27])=[CH:23][C:22]=2[CH3:28])[C:5]2[C:10]([C:11]#[N:12])=[CH:9][N:8](COCC[Si](C)(C)C)[C:6]=2[N:7]=1.C(N)CN.[F-].C([N+](CCCC)(CCCC)CCCC)CCC, predict the reaction product. The product is: [Cl:1][C:2]1[N:3]=[C:4]([C:21]2[CH:26]=[CH:25][C:24]([CH3:27])=[CH:23][C:22]=2[CH3:28])[C:5]2[C:10]([C:11]#[N:12])=[CH:9][NH:8][C:6]=2[N:7]=1. (7) Given the reactants [F:1][C:2]1[CH:3]=[CH:4][C:5]([N:8]2[CH:12]=[CH:11][C:10]([CH2:13][C:14]([OH:16])=O)=[N:9]2)=[N:6][CH:7]=1.[CH3:17][NH2:18], predict the reaction product. The product is: [CH3:17][NH:18][C:14](=[O:16])[CH2:13][C:10]1[CH:11]=[CH:12][N:8]([C:5]2[CH:4]=[CH:3][C:2]([F:1])=[CH:7][N:6]=2)[N:9]=1.